Task: Predict the reaction yield, written as a fraction of the theoretical maximum amount of product (1.0 means a 100% yield; for example, 0.34 means a 34% yield).. Dataset: Reaction yield outcomes from USPTO patents with 853,638 reactions (1) The reactants are [CH2:1]([C:3]1[CH:57]=[CH:56][C:6]([CH2:7][C:8]2[C:16]3[C:11](=[CH:12][CH:13]=[C:14]([C@@H:17]4[O:46][C@H:45]([CH2:47][O:48]CC5C=CC=CC=5)[C@@H:36]([O:37]CC5C=CC=CC=5)[C@H:27]([O:28]CC5C=CC=CC=5)[C@H:18]4[O:19]CC4C=CC=CC=4)[CH:15]=3)[NH:10][CH:9]=2)=[CH:5][CH:4]=1)[CH3:2].[OH-].[Na+]. The catalyst is C1COCC1.O. The product is [CH2:1]([C:3]1[CH:57]=[CH:56][C:6]([CH2:7][C:8]2[C:16]3[C:11](=[CH:12][CH:13]=[C:14]([C@@H:17]4[O:46][C@H:45]([CH2:47][OH:48])[C@@H:36]([OH:37])[C@H:27]([OH:28])[C@H:18]4[OH:19])[CH:15]=3)[NH:10][CH:9]=2)=[CH:5][CH:4]=1)[CH3:2]. The yield is 0.850. (2) The reactants are [CH2:1]([N:3]1[C:12]2[C:7](=[CH:8][C:9]([O:23][CH2:24][C:25]3[CH:30]=[CH:29][C:28]([O:31][CH3:32])=[CH:27][CH:26]=3)=[C:10]([O:13][CH2:14][C:15]3[CH:20]=[CH:19][C:18]([O:21][CH3:22])=[CH:17][CH:16]=3)[CH:11]=2)[C:6](=[O:33])[C:5]([C:34]([OH:36])=O)=[N:4]1)[CH3:2].S(Cl)(Cl)=O.[N:41]1([CH2:46][CH2:47][NH2:48])[CH2:45][CH2:44][CH2:43][CH2:42]1.C(N(CC)CC)C. The catalyst is ClCCl. The product is [CH2:1]([N:3]1[C:12]2[C:7](=[CH:8][C:9]([O:23][CH2:24][C:25]3[CH:30]=[CH:29][C:28]([O:31][CH3:32])=[CH:27][CH:26]=3)=[C:10]([O:13][CH2:14][C:15]3[CH:16]=[CH:17][C:18]([O:21][CH3:22])=[CH:19][CH:20]=3)[CH:11]=2)[C:6](=[O:33])[C:5]([C:34]([NH:48][CH2:47][CH2:46][N:41]2[CH2:45][CH2:44][CH2:43][CH2:42]2)=[O:36])=[N:4]1)[CH3:2]. The yield is 0.736.